From a dataset of Catalyst prediction with 721,799 reactions and 888 catalyst types from USPTO. Predict which catalyst facilitates the given reaction. (1) Reactant: O[C:2]1([C:14]2[CH:19]=[CH:18][CH:17]=[CH:16][CH:15]=2)[C:10]2[C:5](=[CH:6][CH:7]=[C:8]([O:11][CH3:12])[CH:9]=2)[C:4](=[O:13])[O:3]1.[CH2:20]([O:22][CH:23]([O:29][CH2:30][CH3:31])[CH2:24][NH:25][CH2:26][C:27]#[N:28])[CH3:21].Cl.CN(C)CCCN=C=NCC.ON1C2N=CC=CC=2N=N1.C(=O)(O)[O-].[Na+]. Product: [C:2]([C:10]1[CH:9]=[C:8]([O:11][CH3:12])[CH:7]=[CH:6][C:5]=1[C:4]([N:25]([CH2:26][C:27]#[N:28])[CH2:24][CH:23]([O:22][CH2:20][CH3:21])[O:29][CH2:30][CH3:31])=[O:13])(=[O:3])[C:14]1[CH:19]=[CH:18][CH:17]=[CH:16][CH:15]=1. The catalyst class is: 35. (2) Reactant: [Cl:1][C:2]1[C:3](Cl)=[C:4]2[N:10]=[C:9]([C:11]3[CH:16]=[CH:15][C:14]([O:17][CH2:18][CH2:19][N:20]4[CH2:25][CH2:24][O:23][CH2:22][CH2:21]4)=[CH:13][CH:12]=3)[NH:8][C:5]2=[N:6][CH:7]=1.[NH2:27][CH:28]1[CH2:32][CH2:31][NH:30][CH2:29]1. Product: [Cl:1][C:2]1[C:3]([N:30]2[CH2:31][CH2:32][CH:28]([NH2:27])[CH2:29]2)=[C:4]2[NH:10][C:9]([C:11]3[CH:12]=[CH:13][C:14]([O:17][CH2:18][CH2:19][N:20]4[CH2:21][CH2:22][O:23][CH2:24][CH2:25]4)=[CH:15][CH:16]=3)=[N:8][C:5]2=[N:6][CH:7]=1. The catalyst class is: 25.